This data is from Peptide-MHC class I binding affinity with 185,985 pairs from IEDB/IMGT. The task is: Regression. Given a peptide amino acid sequence and an MHC pseudo amino acid sequence, predict their binding affinity value. This is MHC class I binding data. (1) The peptide sequence is RVRQQVIQL. The MHC is HLA-A03:01 with pseudo-sequence HLA-A03:01. The binding affinity (normalized) is 0.519. (2) The peptide sequence is YVTPRALEL. The MHC is HLA-C08:02 with pseudo-sequence HLA-C08:02. The binding affinity (normalized) is 0.556. (3) The peptide sequence is LSEMLNKEY. The MHC is HLA-A01:01 with pseudo-sequence HLA-A01:01. The binding affinity (normalized) is 0.847. (4) The MHC is HLA-A33:01 with pseudo-sequence HLA-A33:01. The peptide sequence is KSLNRQTVSR. The binding affinity (normalized) is 0.336. (5) The peptide sequence is AFDLSFFLK. The MHC is HLA-A29:02 with pseudo-sequence HLA-A29:02. The binding affinity (normalized) is 0.0847. (6) The peptide sequence is EWSVATFYLF. The MHC is HLA-A24:02 with pseudo-sequence HLA-A24:02. The binding affinity (normalized) is 0.847. (7) The peptide sequence is LPVFATIGL. The MHC is HLA-B08:01 with pseudo-sequence HLA-B08:01. The binding affinity (normalized) is 0.0847.